Task: Predict the product of the given reaction.. Dataset: Forward reaction prediction with 1.9M reactions from USPTO patents (1976-2016) (1) Given the reactants Cl[C:2]1[CH:7]=[C:6]([N:8]2[CH:12]=[C:11]([Cl:13])[N:10]=[CH:9]2)[N:5]=[CH:4][N:3]=1.[NH3:14], predict the reaction product. The product is: [Cl:13][C:11]1[N:10]=[CH:9][N:8]([C:6]2[N:5]=[CH:4][N:3]=[C:2]([NH2:14])[CH:7]=2)[CH:12]=1. (2) Given the reactants [Cl:1][C:2]1[CH:7]=[CH:6][C:5]([N:8]2[CH:12]=[C:11]([C:13]([NH2:15])=O)[N:10]=[N:9]2)=[C:4]([C:16]2[CH:21]=[C:20]([O:22][CH3:23])[N:19]=[CH:18][N:17]=2)[CH:3]=1.C(P1(=O)OP(CCC)(=O)OP(CCC)(=O)O1)CC, predict the reaction product. The product is: [Cl:1][C:2]1[CH:7]=[CH:6][C:5]([N:8]2[CH:12]=[C:11]([C:13]#[N:15])[N:10]=[N:9]2)=[C:4]([C:16]2[CH:21]=[C:20]([O:22][CH3:23])[N:19]=[CH:18][N:17]=2)[CH:3]=1.